Task: Predict the product of the given reaction.. Dataset: Forward reaction prediction with 1.9M reactions from USPTO patents (1976-2016) (1) Given the reactants CC(OC(/N=N/C(OC(C)C)=O)=O)C.C1C=CC(P(C2C=CC=CC=2)C2C=CC=CC=2)=CC=1.[Cl:34][C:35]1[CH:40]=[C:39]([B:41]2[O:45][C:44]([CH3:47])([CH3:46])[C:43]([CH3:49])([CH3:48])[O:42]2)[CH:38]=[CH:37][C:36]=1[OH:50].O[CH:52]1[CH2:57][CH2:56][N:55]([C:58]([O:60][C:61]([CH3:64])([CH3:63])[CH3:62])=[O:59])[CH2:54][CH2:53]1, predict the reaction product. The product is: [Cl:34][C:35]1[CH:40]=[C:39]([B:41]2[O:45][C:44]([CH3:46])([CH3:47])[C:43]([CH3:49])([CH3:48])[O:42]2)[CH:38]=[CH:37][C:36]=1[O:50][CH:52]1[CH2:57][CH2:56][N:55]([C:58]([O:60][C:61]([CH3:64])([CH3:63])[CH3:62])=[O:59])[CH2:54][CH2:53]1. (2) Given the reactants [ClH:1].Cl.[NH2:3][C@@H:4]1[CH2:6][C@H:5]1[C:7]1[CH:8]=[C:9]([CH:19]=[CH:20][CH:21]=1)[C:10]([NH:12][C:13]1[S:14][C:15]([CH3:18])=[N:16][N:17]=1)=[O:11].C(OC(N[C@@H:30]1[CH2:32][C@H:31]1[C:33]1C=C(C=CC=1)C(OC)=O)=O)(C)(C)C.C(=O)([O-])O.[Na+].[BH4-].[Na+], predict the reaction product. The product is: [ClH:1].[CH:31]1([CH2:33][NH:3][C@@H:4]2[CH2:6][C@H:5]2[C:7]2[CH:8]=[C:9]([CH:19]=[CH:20][CH:21]=2)[C:10]([NH:12][C:13]2[S:14][C:15]([CH3:18])=[N:16][N:17]=2)=[O:11])[CH2:32][CH2:30]1. (3) Given the reactants [Cl:1][C:2]1[CH:3]=[C:4]([NH2:19])[CH:5]=[N:6][C:7]=1[O:8][C:9]1[N:10]=[CH:11][C:12]2[C:17]([CH:18]=1)=[CH:16][CH:15]=[CH:14][CH:13]=2.[Cl:20][C:21]1[CH:22]=[C:23]([S:28](Cl)(=[O:30])=[O:29])[CH:24]=[C:25]([Cl:27])[CH:26]=1, predict the reaction product. The product is: [Cl:27][C:25]1[CH:24]=[C:23]([S:28]([NH:19][C:4]2[CH:5]=[N:6][C:7]([O:8][C:9]3[N:10]=[CH:11][C:12]4[C:17]([CH:18]=3)=[CH:16][CH:15]=[CH:14][CH:13]=4)=[C:2]([Cl:1])[CH:3]=2)(=[O:29])=[O:30])[CH:22]=[C:21]([Cl:20])[CH:26]=1. (4) Given the reactants [N:1]1[C:6]([C:7]([OH:9])=[O:8])=[CH:5][CH:4]=[CH:3][C:2]=1[C:10]([OH:12])=O.[F:13][C:14]1[CH:26]=[CH:25][C:17]([CH2:18][N:19]2[CH2:24][CH2:23][NH:22][CH2:21][CH2:20]2)=[CH:16][CH:15]=1.[CH2:27](N(CC)CC)C.CN(C(ON1N=NC2C=CC=NC1=2)=[N+](C)C)C.F[P-](F)(F)(F)(F)F, predict the reaction product. The product is: [F:13][C:14]1[CH:26]=[CH:25][C:17]([CH2:18][N:19]2[CH2:24][CH2:23][N:22]([C:10]([C:2]3[N:1]=[C:6]([C:7]([O:9][CH3:27])=[O:8])[CH:5]=[CH:4][CH:3]=3)=[O:12])[CH2:21][CH2:20]2)=[CH:16][CH:15]=1. (5) Given the reactants [Si]([O:18][CH2:19][C:20]1[N:24]([CH2:25][O:26][CH2:27][CH2:28][Si:29]([CH3:32])([CH3:31])[CH3:30])[C:23]([C:33](=[O:35])[CH3:34])=[N:22][C:21]=1[CH3:36])(C(C)(C)C)(C1C=CC=CC=1)C1C=CC=CC=1.CCCC[N+](CCCC)(CCCC)CCCC.[F-], predict the reaction product. The product is: [OH:18][CH2:19][C:20]1[N:24]([CH2:25][O:26][CH2:27][CH2:28][Si:29]([CH3:30])([CH3:32])[CH3:31])[C:23]([C:33](=[O:35])[CH3:34])=[N:22][C:21]=1[CH3:36]. (6) Given the reactants [N:1]1[CH:6]=[C:5]([C:7]2[CH:8]=[C:9]([CH:13]=[CH:14][CH:15]=2)[C:10]([OH:12])=O)[CH:4]=[N:3][CH:2]=1.O=S(Cl)Cl.[Cl:20][C:21]([F:31])([F:30])[O:22][C:23]1[CH:29]=[CH:28][C:26]([NH2:27])=[CH:25][CH:24]=1, predict the reaction product. The product is: [Cl:20][C:21]([F:30])([F:31])[O:22][C:23]1[CH:24]=[CH:25][C:26]([NH:27][C:10](=[O:12])[C:9]2[CH:13]=[CH:14][CH:15]=[C:7]([C:5]3[CH:4]=[N:3][CH:2]=[N:1][CH:6]=3)[CH:8]=2)=[CH:28][CH:29]=1.